Dataset: NCI-60 drug combinations with 297,098 pairs across 59 cell lines. Task: Regression. Given two drug SMILES strings and cell line genomic features, predict the synergy score measuring deviation from expected non-interaction effect. Drug 1: CC1=C(C=C(C=C1)NC(=O)C2=CC=C(C=C2)CN3CCN(CC3)C)NC4=NC=CC(=N4)C5=CN=CC=C5. Drug 2: CCC1(CC2CC(C3=C(CCN(C2)C1)C4=CC=CC=C4N3)(C5=C(C=C6C(=C5)C78CCN9C7C(C=CC9)(C(C(C8N6C)(C(=O)OC)O)OC(=O)C)CC)OC)C(=O)OC)O.OS(=O)(=O)O. Cell line: HOP-92. Synergy scores: CSS=1.47, Synergy_ZIP=4.02, Synergy_Bliss=7.32, Synergy_Loewe=4.21, Synergy_HSA=2.13.